From a dataset of Catalyst prediction with 721,799 reactions and 888 catalyst types from USPTO. Predict which catalyst facilitates the given reaction. (1) Reactant: [CH2:1]([O:3][P:4]([CH2:9][C:10]([O:12][CH2:13][CH3:14])=[O:11])([O:6][CH2:7][CH3:8])=[O:5])[CH3:2].[H-].[Na+].Br[CH2:18][C:19]1[CH:24]=[CH:23][CH:22]=[CH:21][C:20]=1[Cl:25]. Product: [Cl:25][C:20]1[CH:21]=[CH:22][CH:23]=[CH:24][C:19]=1[CH2:18][CH:9]([P:4]([O:3][CH2:1][CH3:2])([O:6][CH2:7][CH3:8])=[O:5])[C:10]([O:12][CH2:13][CH3:14])=[O:11]. The catalyst class is: 9. (2) Reactant: [C:1]([NH:5][S:6]([C:9]1[S:10][C:11]([Cl:14])=[CH:12][CH:13]=1)(=[O:8])=[O:7])([CH3:4])([CH3:3])[CH3:2].[Li]C(CC)C.S([N:30]=[N+:31]=[N-:32])(C1C=CC(C)=CC=1)(=O)=O. Product: [N:30]([C:13]1[CH:12]=[C:11]([Cl:14])[S:10][C:9]=1[S:6]([NH:5][C:1]([CH3:4])([CH3:2])[CH3:3])(=[O:7])=[O:8])=[N+:31]=[N-:32]. The catalyst class is: 7. (3) Reactant: [Br:1][C:2]1[CH:3]=[CH:4][C:5]([N+:10]([O-])=O)=[C:6]([CH:9]=1)[CH:7]=O.O.O.[Sn](Cl)Cl.[CH2:18]([O:20][C:21](=[O:30])[CH2:22][CH:23](OCC)OCC)[CH3:19]. Product: [Br:1][C:2]1[CH:9]=[C:6]2[C:5](=[CH:4][CH:3]=1)[N:10]=[CH:23][C:22]([C:21]([O:20][CH2:18][CH3:19])=[O:30])=[CH:7]2. The catalyst class is: 8. (4) Reactant: N(C(OC(C)C)=O)=NC(OC(C)C)=O.O[C:16]1[CH:17]=[C:18]([NH:24][C:25](=[O:31])[O:26][C:27]([CH3:30])([CH3:29])[CH3:28])[CH:19]=[C:20]([O:22][CH3:23])[CH:21]=1.C1(P(C2C=CC=CC=2)C2C=CC=CC=2)C=CC=CC=1.[O:51]1[CH2:56][CH2:55][CH2:54][CH2:53][CH:52]1[CH2:57][OH:58]. Product: [C:27]([O:26][C:25](=[O:31])[NH:24][C:18]1[CH:17]=[C:16]([O:58][CH2:57][CH:52]2[CH2:53][CH2:54][CH2:55][CH2:56][O:51]2)[CH:21]=[C:20]([O:22][CH3:23])[CH:19]=1)([CH3:30])([CH3:29])[CH3:28]. The catalyst class is: 7. (5) Product: [CH3:36][C@@H:34]1[CH2:33][N:32]([C:2]2[N:10]=[C:9]([F:11])[CH:8]=[CH:7][C:3]=2[C:4]([OH:6])=[O:5])[CH2:31][C@H:30]([CH3:29])[O:35]1. Reactant: F[C:2]1[N:10]=[C:9]([F:11])[CH:8]=[CH:7][C:3]=1[C:4]([OH:6])=[O:5].[Li+].C[Si]([N-][Si](C)(C)C)(C)C.CC1CCCCC1.[CH3:29][C@H:30]1[O:35][C@@H:34]([CH3:36])[CH2:33][NH:32][CH2:31]1. The catalyst class is: 295.